From a dataset of Catalyst prediction with 721,799 reactions and 888 catalyst types from USPTO. Predict which catalyst facilitates the given reaction. Reactant: Cl[C:2]([O:4][CH2:5][C:6]1[CH:11]=[CH:10][CH:9]=[CH:8][CH:7]=1)=[O:3].[NH2:12][C:13]1[CH:23]=[CH:22][C:16]2[CH2:17][CH2:18][NH:19][CH2:20][CH2:21][C:15]=2[CH:14]=1. Product: [NH2:12][C:13]1[CH:23]=[CH:22][C:16]2[CH2:17][CH2:18][N:19]([C:2]([O:4][CH2:5][C:6]3[CH:11]=[CH:10][CH:9]=[CH:8][CH:7]=3)=[O:3])[CH2:20][CH2:21][C:15]=2[CH:14]=1. The catalyst class is: 2.